From a dataset of Full USPTO retrosynthesis dataset with 1.9M reactions from patents (1976-2016). Predict the reactants needed to synthesize the given product. (1) Given the product [CH2:12]([C:14]1([CH2:17][OH:18])[CH2:15][O:16][CH:7]([C:6]2[N:2]([CH3:1])[N:3]=[CH:4][C:5]=2[N+:9]([O-:11])=[O:10])[O:8][CH2:19]1)[CH3:13], predict the reactants needed to synthesize it. The reactants are: [CH3:1][N:2]1[C:6]([CH:7]=[O:8])=[C:5]([N+:9]([O-:11])=[O:10])[CH:4]=[N:3]1.[CH2:12]([C:14]([CH2:19]O)([CH2:17][OH:18])[CH2:15][OH:16])[CH3:13].C1(C)C=CC(S(O)(=O)=O)=CC=1. (2) Given the product [CH3:34][N:32]([CH3:33])[CH2:31][CH2:30][NH:29][C:23](=[O:25])[C:22]1[CH:21]=[CH:20][C:19](/[CH:18]=[N:17]/[NH:16][C:15]2[N:14]=[CH:13][N:12]=[C:11]3[N:7]([C:1]4[CH:6]=[CH:5][CH:4]=[CH:3][CH:2]=4)[N:8]=[CH:9][C:10]=23)=[CH:27][CH:26]=1, predict the reactants needed to synthesize it. The reactants are: [C:1]1([N:7]2[C:11]3=[N:12][CH:13]=[N:14][C:15]([NH:16]/[N:17]=[CH:18]/[C:19]4[CH:27]=[CH:26][C:22]([C:23]([OH:25])=O)=[CH:21][CH:20]=4)=[C:10]3[CH:9]=[N:8]2)[CH:6]=[CH:5][CH:4]=[CH:3][CH:2]=1.C[NH:29][CH2:30][CH2:31][NH:32][CH3:33].[CH2:34](OP(C#N)(=O)OCC)C.C(N(CC)CC)C.